Dataset: Buchwald-Hartwig C-N cross coupling reaction yields with 55,370 reactions. Task: Predict the reaction yield, written as a fraction of the theoretical maximum amount of product (1.0 means a 100% yield; for example, 0.34 means a 34% yield). The reactants are Clc1cccnc1.Cc1ccc(N)cc1.O=S(=O)(O[Pd]1c2ccccc2-c2ccccc2N~1)C(F)(F)F.CC(C)c1cc(C(C)C)c(-c2ccccc2P(C(C)(C)C)C(C)(C)C)c(C(C)C)c1.CCN=P(N=P(N(C)C)(N(C)C)N(C)C)(N(C)C)N(C)C.c1ccc2oncc2c1. No catalyst specified. The product is Cc1ccc(Nc2cccnc2)cc1. The yield is 0.381.